From a dataset of Full USPTO retrosynthesis dataset with 1.9M reactions from patents (1976-2016). Predict the reactants needed to synthesize the given product. Given the product [CH2:37]([O:36][CH2:35][C@H:34]([OH:44])[CH2:33][N:28]1[C:29]2[C:25](=[CH:24][C:23]([NH:22][C:14]([C:11]3([C:9]4[CH:8]=[CH:7][C:5]5[O:6][C:2]([F:1])([F:17])[O:3][C:4]=5[CH:10]=4)[CH2:12][CH2:13]3)=[O:16])=[C:31]([F:32])[CH:30]=2)[CH:26]=[C:27]1[C:45]([CH3:55])([CH3:56])[CH2:46][O:47][CH2:48][C:49]1[CH:50]=[CH:51][CH:52]=[CH:53][CH:54]=1)[C:38]1[CH:39]=[CH:40][CH:41]=[CH:42][CH:43]=1, predict the reactants needed to synthesize it. The reactants are: [F:1][C:2]1([F:17])[O:6][C:5]2[CH:7]=[CH:8][C:9]([C:11]3([C:14]([OH:16])=O)[CH2:13][CH2:12]3)=[CH:10][C:4]=2[O:3]1.S(Cl)(Cl)=O.[NH2:22][C:23]1[CH:24]=[C:25]2[C:29](=[CH:30][C:31]=1[F:32])[N:28]([CH2:33][C@@H:34]([OH:44])[CH2:35][O:36][CH2:37][C:38]1[CH:43]=[CH:42][CH:41]=[CH:40][CH:39]=1)[C:27]([C:45]([CH3:56])([CH3:55])[CH2:46][O:47][CH2:48][C:49]1[CH:54]=[CH:53][CH:52]=[CH:51][CH:50]=1)=[CH:26]2.C(N(CC)CC)C.